This data is from Forward reaction prediction with 1.9M reactions from USPTO patents (1976-2016). The task is: Predict the product of the given reaction. (1) Given the reactants [CH3:1][O:2][C:3]1[CH:17]=[C:16]2[C:6]([NH:7][CH:8]=[C:9]2[CH2:10][CH:11]([C:13]([OH:15])=[O:14])[NH2:12])=[CH:5][CH:4]=1.[CH2:18]([O:22][C:23]1[CH:28]=[CH:27][C:26]([S:29](Cl)(=[O:31])=[O:30])=[CH:25][CH:24]=1)[C:19]#[C:20][CH3:21], predict the reaction product. The product is: [CH2:18]([O:22][C:23]1[CH:28]=[CH:27][C:26]([S:29]([NH:12][CH:11]([CH2:10][C:9]2[C:16]3[C:6](=[CH:5][CH:4]=[C:3]([O:2][CH3:1])[CH:17]=3)[NH:7][CH:8]=2)[C:13]([OH:15])=[O:14])(=[O:31])=[O:30])=[CH:25][CH:24]=1)[C:19]#[C:20][CH3:21]. (2) Given the reactants Cl.[F:2][C:3]([F:15])([F:14])[C:4]1[N:5]=[C:6]([C:9]2([CH2:12][NH2:13])[CH2:11][CH2:10]2)[S:7][CH:8]=1.CCN(CC)CC.[F:23][C:24]([F:35])([F:34])[C:25]1[CH:33]=[CH:32][CH:31]=[CH:30][C:26]=1[C:27](Cl)=[O:28].O, predict the reaction product. The product is: [F:23][C:24]([F:34])([F:35])[C:25]1[CH:33]=[CH:32][CH:31]=[CH:30][C:26]=1[C:27]([NH:13][CH2:12][C:9]1([C:6]2[S:7][CH:8]=[C:4]([C:3]([F:2])([F:14])[F:15])[N:5]=2)[CH2:10][CH2:11]1)=[O:28]. (3) Given the reactants NC[C:3]1[N:8]=[C:7](N(CC(OC(C)(C)C)=O)C(OC(C)(C)C)=O)[CH:6]=[CH:5][CH:4]=1.C1([S:31]([Cl:34])(=[O:33])=[O:32])C=CC=CC=1, predict the reaction product. The product is: [N:8]1[CH:7]=[CH:6][CH:5]=[CH:4][C:3]=1[S:31]([Cl:34])(=[O:33])=[O:32]. (4) Given the reactants [CH2:1]([N:5]([CH2:48][CH2:49][CH2:50][CH3:51])[C:6]([C:8]1[CH:12]=[C:11]([CH3:13])[N:10]([C:14]2[CH:19]=[CH:18][C:17]([N:20]3[CH2:25][CH2:24][NH:23][C:22](=[O:26])[CH2:21]3)=[CH:16][C:15]=2[C:27]([N:29]2[C@H:38]([CH2:39][O:40][Si:41]([C:44]([CH3:47])([CH3:46])[CH3:45])([CH3:43])[CH3:42])[CH2:37][C:36]3[C:31](=[CH:32][CH:33]=[CH:34][CH:35]=3)[CH2:30]2)=[O:28])[N:9]=1)=[O:7])[CH2:2][CH2:3][CH3:4].[H-].[Na+].Br[CH2:55][C:56]1[CH:61]=[CH:60][C:59]([Cl:62])=[CH:58][CH:57]=1, predict the reaction product. The product is: [CH2:48]([N:5]([CH2:1][CH2:2][CH2:3][CH3:4])[C:6]([C:8]1[CH:12]=[C:11]([CH3:13])[N:10]([C:14]2[CH:19]=[CH:18][C:17]([N:20]3[CH2:25][CH2:24][N:23]([CH2:55][C:56]4[CH:61]=[CH:60][C:59]([Cl:62])=[CH:58][CH:57]=4)[C:22](=[O:26])[CH2:21]3)=[CH:16][C:15]=2[C:27]([N:29]2[C@H:38]([CH2:39][O:40][Si:41]([C:44]([CH3:47])([CH3:46])[CH3:45])([CH3:42])[CH3:43])[CH2:37][C:36]3[C:31](=[CH:32][CH:33]=[CH:34][CH:35]=3)[CH2:30]2)=[O:28])[N:9]=1)=[O:7])[CH2:49][CH2:50][CH3:51]. (5) Given the reactants [CH3:1][C:2]1[O:7][CH2:6][CH2:5][CH2:4][C:3]=1[C:8]([O:10][CH2:11][CH3:12])=[O:9].[Se](=O)=[O:14], predict the reaction product. The product is: [CH:1]([C:2]1[O:7][CH2:6][CH2:5][CH2:4][C:3]=1[C:8]([O:10][CH2:11][CH3:12])=[O:9])=[O:14]. (6) Given the reactants [O:1]=[C:2]1[C@@H:6]([NH:7][C:8](=[O:17])[O:9][CH2:10][C:11]2[CH:16]=[CH:15][CH:14]=[CH:13][CH:12]=2)[CH2:5][CH2:4][N:3]1[C@H:18]1[CH2:23][CH2:22][C:21](=O)[CH2:20][C@H:19]1[CH2:25][CH2:26][CH3:27].[C:28]([NH2:32])([CH3:31])([CH3:30])[CH3:29].CO.[BH4-].[Na+], predict the reaction product. The product is: [C:28]([NH:32][CH:21]1[CH2:22][CH2:23][C@H:18]([N:3]2[CH2:4][CH2:5][C@H:6]([NH:7][C:8](=[O:17])[O:9][CH2:10][C:11]3[CH:16]=[CH:15][CH:14]=[CH:13][CH:12]=3)[C:2]2=[O:1])[C@H:19]([CH2:25][CH2:26][CH3:27])[CH2:20]1)([CH3:31])([CH3:30])[CH3:29]. (7) Given the reactants [Br:1][C:2]1[CH:14]=[CH:13][C:5]([C:6](NC(C)(C)C)=[O:7])=[C:4]([CH2:15][CH2:16][OH:17])[C:3]=1[F:18].CC1C=CC(S(O)(=O)=O)=CC=1.C1COCC1, predict the reaction product. The product is: [Br:1][C:2]1[C:3]([F:18])=[C:4]2[C:5](=[CH:13][CH:14]=1)[C:6](=[O:7])[O:17][CH2:16][CH2:15]2.